This data is from Peptide-MHC class II binding affinity with 134,281 pairs from IEDB. The task is: Regression. Given a peptide amino acid sequence and an MHC pseudo amino acid sequence, predict their binding affinity value. This is MHC class II binding data. (1) The peptide sequence is NRWLFRHLAREKNPR. The MHC is DRB1_0901 with pseudo-sequence DRB1_0901. The binding affinity (normalized) is 0.543. (2) The peptide sequence is CKKYFAATQFEPLAA. The MHC is DRB1_1001 with pseudo-sequence DRB1_1001. The binding affinity (normalized) is 0.675. (3) The peptide sequence is IFSQNMNIKLQMPLY. The MHC is DRB1_0701 with pseudo-sequence DRB1_0701. The binding affinity (normalized) is 0.419. (4) The peptide sequence is VWKRELNLLDKRQFE. The MHC is DRB1_0404 with pseudo-sequence DRB1_0404. The binding affinity (normalized) is 0.402. (5) The peptide sequence is RLKGVTCRPLKHKVE. The MHC is DRB1_0401 with pseudo-sequence DRB1_0401. The binding affinity (normalized) is 0.297. (6) The peptide sequence is IQGNVTSIHSLLDEG. The MHC is DRB1_1101 with pseudo-sequence DRB1_1101. The binding affinity (normalized) is 0.222. (7) The peptide sequence is LGNVLINESFGVEPV. The MHC is DRB5_0101 with pseudo-sequence DRB5_0101. The binding affinity (normalized) is 0.306. (8) The peptide sequence is KNVFDDVVPEKYTIG. The MHC is DRB1_1101 with pseudo-sequence DRB1_1101. The binding affinity (normalized) is 0.384.